This data is from Reaction yield outcomes from USPTO patents with 853,638 reactions. The task is: Predict the reaction yield, written as a fraction of the theoretical maximum amount of product (1.0 means a 100% yield; for example, 0.34 means a 34% yield). (1) The reactants are [CH:1]1([C:4](=[O:13])[CH2:5][C:6](=O)[C:7]([O:9][CH2:10][CH3:11])=[O:8])[CH2:3][CH2:2]1.Cl.[NH2:15]O. The catalyst is CCO. The product is [CH:1]1([C:4]2[O:13][N:15]=[C:6]([C:7]([O:9][CH2:10][CH3:11])=[O:8])[CH:5]=2)[CH2:3][CH2:2]1. The yield is 0.840. (2) The reactants are COC1C=CC(C[N:8](CC2C=CC(OC)=CC=2)[C:9]2[N:14]=[C:13]([CH3:15])[N:12]=[C:11]([C:16]3[CH:17]=[C:18]([C:31]([N:33]4[CH2:38][CH2:37][N:36]([S:39]([CH3:42])(=[O:41])=[O:40])[CH2:35][CH2:34]4)=O)[CH:19]=[N:20][C:21]=3[NH:22][C:23]3[CH:24]=[N:25][C:26]([O:29][CH3:30])=[CH:27][CH:28]=3)[N:10]=2)=CC=1.[CH2:54]([Mg]Br)[CH3:55].[OH-].[Na+].[C:60]([OH:66])([C:62]([F:65])([F:64])[F:63])=[O:61]. The catalyst is C1COCC1.S(O)(C(F)(F)F)(=O)=O.CC(C)[O-].[Ti+4].CC(C)[O-].CC(C)[O-].CC(C)[O-]. The product is [F:63][C:62]([F:65])([F:64])[C:60]([OH:66])=[O:61].[CH3:30][O:29][C:26]1[N:25]=[CH:24][C:23]([NH:22][C:21]2[C:16]([C:11]3[N:12]=[C:13]([CH3:15])[N:14]=[C:9]([NH2:8])[N:10]=3)=[CH:17][C:18]([C:31]3([N:33]4[CH2:38][CH2:37][N:36]([S:39]([CH3:42])(=[O:40])=[O:41])[CH2:35][CH2:34]4)[CH2:55][CH2:54]3)=[CH:19][N:20]=2)=[CH:28][CH:27]=1. The yield is 0.0457. (3) The reactants are [F:1][C:2]1[CH:3]=[C:4]([N:9]2[CH2:13][C@H:12]([CH2:14][OH:15])[O:11][C:10]2=[O:16])[CH:5]=[CH:6][C:7]=1[I:8].CN(C)C.[CH3:21][S:22](Cl)(=[O:24])=[O:23]. The catalyst is C(Cl)Cl. The product is [F:1][C:2]1[CH:3]=[C:4]([N:9]2[CH2:13][C@H:12]([CH2:14][O:15][S:22]([CH3:21])(=[O:24])=[O:23])[O:11][C:10]2=[O:16])[CH:5]=[CH:6][C:7]=1[I:8]. The yield is 0.989. (4) The reactants are [CH:1]([NH2:4])([CH3:3])[CH3:2].Cl[P:6](Cl)[C:7]1[CH:12]=[CH:11][CH:10]=[CH:9][CH:8]=1. The catalyst is C(OCC)C. The product is [CH:1]([NH:4][P:6]([NH:4][CH:1]([CH3:3])[CH3:2])[C:7]1[CH:12]=[CH:11][CH:10]=[CH:9][CH:8]=1)([CH3:3])[CH3:2]. The yield is 0.330.